From a dataset of Full USPTO retrosynthesis dataset with 1.9M reactions from patents (1976-2016). Predict the reactants needed to synthesize the given product. Given the product [CH2:1]1[CH2:14][O:13][C:8]23[O:9][CH2:10][CH2:11][O:12][C:3]2([C@:4]2([CH2:27][CH2:26][C@H:25]4[C@@H:15](/[C:16](=[N:56]/[OH:57])/[CH2:17][CH:18]5[C@:23]4([CH3:24])[CH2:22][CH2:21][CH2:20][CH2:19]5)[C@@H:6]2[CH2:7]3)[CH3:5])[O:2]1, predict the reactants needed to synthesize it. The reactants are: [CH2:1]1[CH2:14][O:13][C:8]23[O:9][CH2:10][CH2:11][O:12][C:3]2([C@:4]2([CH2:27][CH2:26][C@H:25]4[C@@H:15]([C:16](=O)[CH2:17][CH:18]5[C@:23]4([CH3:24])[CH2:22][CH2:21][CH2:20][CH2:19]5)[C@@H:6]2[CH2:7]3)[CH3:5])[O:2]1.C1COC23OCCOC2([C@]2(CC[C@H]4[C@@H](C/C(=[N:56]\[OH:57])/C5[C@]4(C)CCCC5)[C@@H]2C3)C)O1.